Dataset: Reaction yield outcomes from USPTO patents with 853,638 reactions. Task: Predict the reaction yield, written as a fraction of the theoretical maximum amount of product (1.0 means a 100% yield; for example, 0.34 means a 34% yield). The reactants are Cl[C:2]1[CH:10]=[CH:9][CH:8]=[C:7](Cl)[C:3]=1[C:4]([OH:6])=[O:5].OO.C1CCCCCCC=1.[C:22]([O-])([OH:24])=[O:23].[Na+]. The catalyst is CC(=O)CC.CCOCC.O. The product is [C:22]([OH:24])(=[O:23])[CH2:2][CH2:10][CH2:9][CH2:8][CH2:7][CH2:3][C:4]([OH:6])=[O:5]. The yield is 0.400.